Dataset: Full USPTO retrosynthesis dataset with 1.9M reactions from patents (1976-2016). Task: Predict the reactants needed to synthesize the given product. Given the product [C:1]([NH:8][C:9]1[N:14]=[CH:13][C:12](/[CH:15]=[CH:16]/[C:17]([N:19]([CH3:20])[CH2:21][C:22]2[C:30]3[C:25](=[CH:26][CH:27]=[CH:28][CH:29]=3)[N:24]([CH3:31])[CH:23]=2)=[O:18])=[CH:11][CH:10]=1)(=[O:3])[CH3:2], predict the reactants needed to synthesize it. The reactants are: [C:1](OC(=O)C)(=[O:3])[CH3:2].[NH2:8][C:9]1[N:14]=[CH:13][C:12](/[CH:15]=[CH:16]/[C:17]([N:19]([CH2:21][C:22]2[C:30]3[C:25](=[CH:26][CH:27]=[CH:28][CH:29]=3)[N:24]([CH3:31])[CH:23]=2)[CH3:20])=[O:18])=[CH:11][CH:10]=1.C(=O)(O)[O-].[Na+].